Dataset: Forward reaction prediction with 1.9M reactions from USPTO patents (1976-2016). Task: Predict the product of the given reaction. (1) Given the reactants Br[C:2]1[CH:3]=[C:4]([CH:9]([F:11])[F:10])[C:5]([CH3:8])=[N:6][CH:7]=1.[CH3:12][C:13]1([CH3:29])[C:17]([CH3:19])([CH3:18])[O:16][B:15]([B:15]2[O:16][C:17]([CH3:19])([CH3:18])[C:13]([CH3:29])([CH3:12])[O:14]2)[O:14]1.ClCCl.C([O-])(=O)C.[K+], predict the reaction product. The product is: [F:10][CH:9]([F:11])[C:4]1[C:5]([CH3:8])=[N:6][CH:7]=[C:2]([B:15]2[O:16][C:17]([CH3:19])([CH3:18])[C:13]([CH3:29])([CH3:12])[O:14]2)[CH:3]=1. (2) Given the reactants [CH2:1]([O:3][P:4]([C:9]1[CH:18]=[CH:17][C:16]2[C:11](=[C:12]([C:20]3[C:29]4[C:24](=[CH:25][CH:26]=[CH:27][CH:28]=4)[CH:23]=[CH:22][CH:21]=3)[CH:13]=[C:14](I)[CH:15]=2)[N:10]=1)(=[O:8])[O:5][CH2:6][CH3:7])[CH3:2].[CH3:30][O:31][C:32]1[CH:37]=[CH:36][C:35](B(O)O)=[CH:34][N:33]=1, predict the reaction product. The product is: [CH2:1]([O:3][P:4]([C:9]1[CH:18]=[CH:17][C:16]2[C:11](=[C:12]([C:20]3[C:29]4[C:24](=[CH:25][CH:26]=[CH:27][CH:28]=4)[CH:23]=[CH:22][CH:21]=3)[CH:13]=[C:14]([C:35]3[CH:34]=[N:33][C:32]([O:31][CH3:30])=[CH:37][CH:36]=3)[CH:15]=2)[N:10]=1)(=[O:8])[O:5][CH2:6][CH3:7])[CH3:2]. (3) Given the reactants [CH2:1]([NH:3][C:4]1[C:5]([NH2:11])=[C:6]([F:10])[CH:7]=[CH:8][CH:9]=1)[CH3:2].[C:12](C1NC=CN=1)(C1NC=CN=1)=[O:13], predict the reaction product. The product is: [CH2:1]([N:3]1[C:4]2[CH:9]=[CH:8][CH:7]=[C:6]([F:10])[C:5]=2[NH:11][C:12]1=[O:13])[CH3:2]. (4) Given the reactants [CH3:1][O:2][C:3]1[CH:8]=[CH:7][C:6]([CH2:9][C:10]([NH:12][C:13]2[CH:55]=[CH:54][C:16]([C:17]([N:19]([CH2:46][C:47]([O:49]C(C)(C)C)=[O:48])[CH2:20][C:21]3[CH:26]=[CH:25][C:24]([C:27]([NH:29][NH:30][C:31]([C:33]4[CH:38]=[CH:37][C:36]([C:39]5[CH:44]=[CH:43][C:42]([CH3:45])=[CH:41][CH:40]=5)=[CH:35][CH:34]=4)=[O:32])=O)=[CH:23][CH:22]=3)=[O:18])=[CH:15][CH:14]=2)=[O:11])=[C:5]([C:56]([F:59])([F:58])[F:57])[CH:4]=1.C(N(CC)CC)C.[Cl-].ClC1N(C)CC[NH+]1C, predict the reaction product. The product is: [CH3:1][O:2][C:3]1[CH:8]=[CH:7][C:6]([CH2:9][C:10]([NH:12][C:13]2[CH:14]=[CH:15][C:16]([C:17]([N:19]([CH2:46][C:47]([OH:49])=[O:48])[CH2:20][C:21]3[CH:22]=[CH:23][C:24]([C:27]4[O:32][C:31]([C:33]5[CH:38]=[CH:37][C:36]([C:39]6[CH:40]=[CH:41][C:42]([CH3:45])=[CH:43][CH:44]=6)=[CH:35][CH:34]=5)=[N:30][N:29]=4)=[CH:25][CH:26]=3)=[O:18])=[CH:54][CH:55]=2)=[O:11])=[C:5]([C:56]([F:58])([F:57])[F:59])[CH:4]=1.